Dataset: Catalyst prediction with 721,799 reactions and 888 catalyst types from USPTO. Task: Predict which catalyst facilitates the given reaction. (1) Reactant: Br[C:2]1[CH:3]=[C:4]2[C:8](=[C:9]([C:11]([NH2:13])=[O:12])[CH:10]=1)[NH:7][CH:6]=[C:5]2[CH:14]1[CH2:19][CH2:18][CH2:17][S:16](=[O:21])(=[O:20])[CH2:15]1.[S:22]1[CH:26]=[CH:25][C:24](B(O)O)=[CH:23]1.C(=O)([O-])[O-].[K+].[K+]. Product: [O:20]=[S:16]1(=[O:21])[CH2:17][CH2:18][CH2:19][CH:14]([C:5]2[C:4]3[C:8](=[C:9]([C:11]([NH2:13])=[O:12])[CH:10]=[C:2]([C:24]4[CH:25]=[CH:26][S:22][CH:23]=4)[CH:3]=3)[NH:7][CH:6]=2)[CH2:15]1. The catalyst class is: 117. (2) Reactant: C(OC([N:8](C(OC(C)(C)C)=O)[C:9]1[C:17]2[C:12](=[CH:13][CH:14]=[CH:15][C:16]=2[O:18][C:19]2[CH:24]=[C:23]([N:25]3[CH2:30][CH2:29][N:28]([CH2:31][C:32]4[CH2:37][CH2:36][C:35]([CH3:39])([CH3:38])[CH2:34][C:33]=4[C:40]4[CH:45]=[CH:44][C:43]([Cl:46])=[CH:42][CH:41]=4)[CH2:27][CH2:26]3)[CH:22]=[CH:21][C:20]=2[C:47](=[O:70])[NH:48][S:49]([C:52]2[CH:57]=[CH:56][C:55]([NH:58][CH2:59][C:60]3([F:66])[CH2:65][CH2:64][O:63][CH2:62][CH2:61]3)=[C:54]([N+:67]([O-:69])=[O:68])[CH:53]=2)(=[O:51])=[O:50])[N:11](C(OC(C)(C)C)=O)[N:10]=1)=O)(C)(C)C. Product: [NH2:8][C:9]1[C:17]2[C:12](=[CH:13][CH:14]=[CH:15][C:16]=2[O:18][C:19]2[CH:24]=[C:23]([N:25]3[CH2:30][CH2:29][N:28]([CH2:31][C:32]4[CH2:37][CH2:36][C:35]([CH3:39])([CH3:38])[CH2:34][C:33]=4[C:40]4[CH:41]=[CH:42][C:43]([Cl:46])=[CH:44][CH:45]=4)[CH2:27][CH2:26]3)[CH:22]=[CH:21][C:20]=2[C:47]([NH:48][S:49]([C:52]2[CH:57]=[CH:56][C:55]([NH:58][CH2:59][C:60]3([F:66])[CH2:65][CH2:64][O:63][CH2:62][CH2:61]3)=[C:54]([N+:67]([O-:69])=[O:68])[CH:53]=2)(=[O:51])=[O:50])=[O:70])[NH:11][N:10]=1. The catalyst class is: 281. (3) Reactant: Cl[C:2]1[CH:7]=[CH:6][C:5]([I:8])=[CH:4][N:3]=1.C(N(C(C)C)CC)(C)C.[NH:18]1[CH2:23][CH2:22][NH:21][CH2:20][CH2:19]1. Product: [I:8][C:5]1[CH:6]=[CH:7][C:2]([N:18]2[CH2:23][CH2:22][NH:21][CH2:20][CH2:19]2)=[N:3][CH:4]=1. The catalyst class is: 44. (4) Product: [C:1]([O:5][C:6]([N:8]=[C:9]([NH:34][C:35]([O:37][C:38]([CH3:41])([CH3:40])[CH3:39])=[O:36])[NH:10][C@H:11]([C:24]([NH:26][C:27]1[CH:28]=[N:29][N:30]([CH3:33])[C:31]=1[NH:32][C:55]([C:49]1[CH:54]=[CH:53][CH:52]=[CH:51][CH:50]=1)([C:62]1[CH:63]=[CH:64][CH:65]=[CH:66][CH:67]=1)[C:56]1[CH:57]=[CH:58][CH:59]=[CH:60][CH:61]=1)=[O:25])[CH2:12][CH2:13][CH2:14][CH2:15][NH:16][C:17](=[O:23])[O:18][C:19]([CH3:22])([CH3:21])[CH3:20])=[O:7])([CH3:2])([CH3:3])[CH3:4]. Reactant: [C:1]([O:5][C:6]([N:8]=[C:9]([NH:34][C:35]([O:37][C:38]([CH3:41])([CH3:40])[CH3:39])=[O:36])[NH:10][C@H:11]([C:24]([NH:26][C:27]1[CH:28]=[N:29][N:30]([CH3:33])[C:31]=1[NH2:32])=[O:25])[CH2:12][CH2:13][CH2:14][CH2:15][NH:16][C:17](=[O:23])[O:18][C:19]([CH3:22])([CH3:21])[CH3:20])=[O:7])([CH3:4])([CH3:3])[CH3:2].C(N(CC)CC)C.[C:49]1([C:55](Cl)([C:62]2[CH:67]=[CH:66][CH:65]=[CH:64][CH:63]=2)[C:56]2[CH:61]=[CH:60][CH:59]=[CH:58][CH:57]=2)[CH:54]=[CH:53][CH:52]=[CH:51][CH:50]=1. The catalyst class is: 22. (5) Reactant: [NH2:1][N:2]1[C:7](=[O:8])[C:6]2[CH:9]=[C:10]([F:14])[C:11](Cl)=[N:12][C:5]=2[N:4]([CH:15]2[CH2:17][CH2:16]2)[C:3]1=[O:18].[C:19]([O:23][C:24](=[O:31])[NH:25][C@H:26]1[CH2:30][CH2:29][NH:28][CH2:27]1)([CH3:22])([CH3:21])[CH3:20].C(N(CC)C(C)C)(C)C.C(#N)C. Product: [C:19]([O:23][C:24](=[O:31])[NH:25][CH:26]1[CH2:30][CH2:29][N:28]([C:11]2[C:10]([F:14])=[CH:9][C:6]3[C:7](=[O:8])[N:2]([NH2:1])[C:3](=[O:18])[N:4]([CH:15]4[CH2:17][CH2:16]4)[C:5]=3[N:12]=2)[CH2:27]1)([CH3:22])([CH3:20])[CH3:21]. The catalyst class is: 6.